Dataset: CYP2C9 inhibition data for predicting drug metabolism from PubChem BioAssay. Task: Regression/Classification. Given a drug SMILES string, predict its absorption, distribution, metabolism, or excretion properties. Task type varies by dataset: regression for continuous measurements (e.g., permeability, clearance, half-life) or binary classification for categorical outcomes (e.g., BBB penetration, CYP inhibition). Dataset: cyp2c9_veith. (1) The compound is CN(Cc1ccco1)c1cc(-c2ccc3c(c2)OCO3)ncn1. The result is 0 (non-inhibitor). (2) The drug is CCNc1ncc2nc(C)c(=O)n(CCC#N)c2n1. The result is 0 (non-inhibitor). (3) The result is 0 (non-inhibitor). The drug is Cn1c(=O)c2[nH]c(CS(=O)(=O)Cc3nc4c([nH]3)c(=O)n(C)c(=O)n4C)nc2n(C)c1=O. (4) The compound is O=C(CCc1ccccc1)NNC(=O)c1ccco1. The result is 0 (non-inhibitor). (5) The molecule is N#Cc1ccc(CN2CCC3(CC2)CCN(C(=O)c2cccc(F)c2)CC3)cc1. The result is 0 (non-inhibitor). (6) The molecule is O=c1nc2ccccc2c2n1C[C@H](CN1CCN(c3ccccc3)CC1)N2. The result is 0 (non-inhibitor). (7) The drug is Cc1cccc(C(=O)NNC(=O)C(=O)NC(C)(C)C)c1. The result is 0 (non-inhibitor). (8) The drug is Nc1n[nH]c(-c2ccccc2)n1. The result is 0 (non-inhibitor). (9) The drug is Clc1ccccc1-c1nc(-n2ccnc2)c2ccccc2n1. The result is 0 (non-inhibitor).